This data is from Full USPTO retrosynthesis dataset with 1.9M reactions from patents (1976-2016). The task is: Predict the reactants needed to synthesize the given product. (1) Given the product [CH2:1]([O:3][C:4]([C:5]1[C:6]([C:7]([O:9][C:10]([CH3:13])([CH3:12])[CH3:11])=[O:8])=[C:14]([CH3:15])[O:16][N:21]=1)=[O:18])[CH3:2], predict the reactants needed to synthesize it. The reactants are: [CH2:1]([O:3][C:4](=[O:18])[C:5](=O)[CH:6]([C:14](=[O:16])[CH3:15])[C:7]([O:9][C:10]([CH3:13])([CH3:12])[CH3:11])=[O:8])[CH3:2].C([N:21](CC)CC)C.Cl.NO.Cl. (2) Given the product [CH3:20][O:21][C:22]([C:23]1[CH:24]=[C:25]([OH:27])[C:34]2[C:29](=[C:30]([O:38][CH3:39])[CH:31]=[C:32]([N+:35]([O-:37])=[O:36])[CH:33]=2)[N:28]=1)=[O:40], predict the reactants needed to synthesize it. The reactants are: BrC1C=CC(NC(=CC([O-])=O)C(OC)=O)=C(OC)C=1.[CH3:20][O:21][C:22](=[O:40])[C:23]([NH:28][C:29]1[CH:34]=[CH:33][C:32]([N+:35]([O-:37])=[O:36])=[CH:31][C:30]=1[O:38][CH3:39])=[CH:24][C:25]([O-:27])=O. (3) The reactants are: [NH2:1][C:2]1[CH:3]=[C:4]([N:11]2[CH:15]=[CH:14][C:13]([CH2:16][OH:17])=[CH:12]2)[CH:5]=[CH:6][C:7]=1[N+:8]([O-:10])=[O:9].CC1(C)[O:24][C:23]([C:25]2[CH:26]=[C:27]([CH:30]=[CH:31][CH:32]=2)[C:28]#[N:29])=[CH:22][C:21](=O)[O:20]1. Given the product [C:28]([C:27]1[CH:26]=[C:25]([C:23](=[O:24])[CH2:22][C:21]([NH:1][C:2]2[CH:3]=[C:4]([N:11]3[CH:15]=[CH:14][C:13]([CH2:16][OH:17])=[CH:12]3)[CH:5]=[CH:6][C:7]=2[N+:8]([O-:10])=[O:9])=[O:20])[CH:32]=[CH:31][CH:30]=1)#[N:29], predict the reactants needed to synthesize it. (4) Given the product [CH3:36][O:37][C:38]1[N:8]([C:9]2[N:17]=[C:16]3[C:12]([N:13]=[C:14]([CH2:19][N:20]4[CH2:21][CH2:22][CH:23]([C:26]([OH:29])([CH3:28])[CH3:27])[CH2:24][CH2:25]4)[N:15]3[CH3:18])=[C:11]([N:30]3[CH2:31][CH2:32][O:33][CH2:34][CH2:35]3)[N:10]=2)[C:3]2[CH:4]=[CH:5][CH:6]=[CH:7][C:2]=2[N:1]=1, predict the reactants needed to synthesize it. The reactants are: [NH2:1][C:2]1[CH:7]=[CH:6][CH:5]=[CH:4][C:3]=1[NH:8][C:9]1[N:17]=[C:16]2[C:12]([N:13]=[C:14]([CH2:19][N:20]3[CH2:25][CH2:24][CH:23]([C:26]([OH:29])([CH3:28])[CH3:27])[CH2:22][CH2:21]3)[N:15]2[CH3:18])=[C:11]([N:30]2[CH2:35][CH2:34][O:33][CH2:32][CH2:31]2)[N:10]=1.[CH3:36][O:37][C:38](OC)(OC)OC. (5) The reactants are: [C:1]([C:3]1[C:4]([O:14][CH2:15][CH2:16][CH2:17][C:18]2[C:19]([CH2:33][CH2:34][CH3:35])=[N:20][N:21]([C:23]3[CH:28]=[CH:27][C:26]([C:29]([F:32])([F:31])[F:30])=[CH:25][N:24]=3)[CH:22]=2)=[C:5]([CH2:9][C:10]([O:12]C)=[O:11])[CH:6]=[CH:7][CH:8]=1)#[N:2].[OH-].[Na+].O1CCCC1.Cl. Given the product [C:1]([C:3]1[C:4]([O:14][CH2:15][CH2:16][CH2:17][C:18]2[C:19]([CH2:33][CH2:34][CH3:35])=[N:20][N:21]([C:23]3[CH:28]=[CH:27][C:26]([C:29]([F:30])([F:31])[F:32])=[CH:25][N:24]=3)[CH:22]=2)=[C:5]([CH2:9][C:10]([OH:12])=[O:11])[CH:6]=[CH:7][CH:8]=1)#[N:2], predict the reactants needed to synthesize it. (6) Given the product [CH2:24]([O:26][NH:27][C:3]([C:5]1[N:6]=[CH:7][C:8]2[N:9]([CH:20]=[N:21][CH:22]=2)[C:10]=1[NH:11][C:12]1[CH:17]=[CH:16][C:15]([I:18])=[CH:14][C:13]=1[F:19])=[O:4])[CH3:25], predict the reactants needed to synthesize it. The reactants are: CO[C:3]([C:5]1[N:6]=[CH:7][C:8]2[N:9]([CH:20]=[N:21][CH:22]=2)[C:10]=1[NH:11][C:12]1[CH:17]=[CH:16][C:15]([I:18])=[CH:14][C:13]=1[F:19])=[O:4].Cl.[CH2:24]([O:26][NH2:27])[CH3:25].C[Si](C)(C)[N-][Si](C)(C)C.[Li+].